This data is from Forward reaction prediction with 1.9M reactions from USPTO patents (1976-2016). The task is: Predict the product of the given reaction. (1) Given the reactants N[C:2]1[CH:11]=[C:10]([Cl:12])[C:5]([C:6]([O:8][CH3:9])=[O:7])=[C:4]([Cl:13])[CH:3]=1.Cl.N([O-])=O.[Na+].[I-:19].[K+], predict the reaction product. The product is: [Cl:12][C:10]1[CH:11]=[C:2]([I:19])[CH:3]=[C:4]([Cl:13])[C:5]=1[C:6]([O:8][CH3:9])=[O:7]. (2) Given the reactants C[O:2][C:3]1[CH:8]=[CH:7][C:6]([N:9]2[C:13]3[CH:14]=[CH:15][CH:16]=[CH:17][C:12]=3[N:11]=[C:10]2[C:18]2[CH:22]=[CH:21][O:20][C:19]=2[CH3:23])=[CH:5][CH:4]=1.B(Br)(Br)Br, predict the reaction product. The product is: [CH3:23][C:19]1[O:20][CH:21]=[CH:22][C:18]=1[C:10]1[N:9]([C:6]2[CH:5]=[CH:4][C:3]([OH:2])=[CH:8][CH:7]=2)[C:13]2[CH:14]=[CH:15][CH:16]=[CH:17][C:12]=2[N:11]=1. (3) Given the reactants [CH3:1]C(C)([O-])C.[K+].[I:7][C:8]1[CH:13]=[CH:12][CH:11]=[CH:10][C:9]=1[CH2:14][CH2:15][CH2:16][C:17](=O)[CH3:18].O, predict the reaction product. The product is: [I:7][C:8]1[CH:13]=[CH:12][CH:11]=[CH:10][C:9]=1[CH2:14][CH2:15][CH2:16][C:17]([CH3:18])=[CH2:1]. (4) Given the reactants [NH2:1][C:2]1[CH:7]=[CH:6][CH:5]=[C:4]([CH3:8])[N:3]=1.Br[C:10]1[CH:15]=[CH:14][CH:13]=[CH:12][N:11]=1.CC(C)([O-])C.[Na+], predict the reaction product. The product is: [CH3:8][C:4]1[N:3]=[C:2]([NH:1][C:10]2[CH:15]=[CH:14][CH:13]=[CH:12][N:11]=2)[CH:7]=[CH:6][CH:5]=1. (5) Given the reactants COC1C=C(C=C(OC2CCOC2)C=1)N.[CH3:16][O:17][CH2:18][CH2:19][O:20][C:21]1[CH:26]=[C:25]([C:27]([F:30])([F:29])[F:28])[CH:24]=[C:23]([N+:31]([O-])=O)[CH:22]=1, predict the reaction product. The product is: [CH3:16][O:17][CH2:18][CH2:19][O:20][C:21]1[CH:22]=[C:23]([CH:24]=[C:25]([C:27]([F:28])([F:29])[F:30])[CH:26]=1)[NH2:31].